From a dataset of Peptide-MHC class I binding affinity with 185,985 pairs from IEDB/IMGT. Regression. Given a peptide amino acid sequence and an MHC pseudo amino acid sequence, predict their binding affinity value. This is MHC class I binding data. (1) The binding affinity (normalized) is 0.0847. The MHC is HLA-B57:01 with pseudo-sequence HLA-B57:01. The peptide sequence is FHGEFTRAL. (2) The peptide sequence is LYNTVAVLY. The MHC is HLA-C07:02 with pseudo-sequence HLA-C07:02. The binding affinity (normalized) is 0.0847. (3) The peptide sequence is RLVPLGCVK. The MHC is HLA-A03:01 with pseudo-sequence HLA-A03:01. The binding affinity (normalized) is 0.362.